This data is from Full USPTO retrosynthesis dataset with 1.9M reactions from patents (1976-2016). The task is: Predict the reactants needed to synthesize the given product. (1) Given the product [N+:26]([C:29]1[CH:39]=[CH:38][CH:37]=[C:31]2[C:30]=1[C:35](=[O:34])[N:2]([C:3]1([CH2:11][CH2:12][CH2:13][CH2:14][NH:15][C:16](=[O:25])[O:17][CH2:18][C:19]3[CH:20]=[CH:21][CH:22]=[CH:23][CH:24]=3)[CH2:8][CH2:7][C:6](=[O:9])[NH:5][C:4]1=[O:10])[C:32]2=[O:33])([O-:28])=[O:27], predict the reactants needed to synthesize it. The reactants are: Cl.[NH2:2][C:3]1([CH2:11][CH2:12][CH2:13][CH2:14][NH:15][C:16](=[O:25])[O:17][CH2:18][C:19]2[CH:24]=[CH:23][CH:22]=[CH:21][CH:20]=2)[CH2:8][CH2:7][C:6](=[O:9])[NH:5][C:4]1=[O:10].[N+:26]([C:29]1[CH:39]=[CH:38][CH:37]=[C:31]2[C:32]([O:34][C:35](=O)[C:30]=12)=[O:33])([O-:28])=[O:27].C([O-])(=O)C.[Na+].C(=O)(O)[O-].[Na+]. (2) Given the product [CH3:30][NH:31][CH:6]1[CH2:14][CH2:13][C:12]2[N:8]([C:9]3[N:28]=[CH:27][N:26]=[C:25]([NH2:29])[C:10]=3[C:11]=2[C:15]2[CH:16]=[N:17][C:18]3[C:23]([CH:24]=2)=[CH:22][CH:21]=[CH:20][CH:19]=3)[CH2:7]1, predict the reactants needed to synthesize it. The reactants are: CS(O[CH:6]1[CH2:14][CH2:13][C:12]2[N:8]([C:9]3[N:28]=[CH:27][N:26]=[C:25]([NH2:29])[C:10]=3[C:11]=2[C:15]2[CH:16]=[N:17][C:18]3[C:23]([CH:24]=2)=[CH:22][CH:21]=[CH:20][CH:19]=3)[CH2:7]1)(=O)=O.[CH3:30][NH2:31]. (3) Given the product [CH3:33][CH:34]([CH3:71])[C@H:35]([N:40]1[CH2:48][C:47]2[C:42](=[CH:43][C:44]([C:49]3[CH:50]=[CH:51][C:52]([NH:55][C:56](=[O:69])[C:57]4[CH:62]=[CH:61][C:60]([C:63]5[CH:68]=[N:67][CH:66]=[N:65][CH:64]=5)=[CH:59][CH:58]=4)=[CH:53][CH:54]=3)=[CH:45][CH:46]=2)[C:41]1=[O:70])[C:36]([OH:38])=[O:37], predict the reactants needed to synthesize it. The reactants are: C(NC1C=CC(C2C=C3C(CN([C@@H](C(C)C)C(O)=O)C3=O)=CC=2)=CC=1)(=O)C1C=CC=CC=1.[CH3:33][CH:34]([CH3:71])[C@H:35]([N:40]1[CH2:48][C:47]2[C:42](=[CH:43][C:44]([C:49]3[CH:54]=[CH:53][C:52]([NH:55][C:56](=[O:69])[C:57]4[CH:62]=[CH:61][C:60]([C:63]5[CH:64]=[N:65][CH:66]=[N:67][CH:68]=5)=[CH:59][CH:58]=4)=[CH:51][CH:50]=3)=[CH:45][CH:46]=2)[C:41]1=[O:70])[C:36]([O:38]C)=[O:37]. (4) Given the product [Cl:10][C:3]1[CH2:4][C@H:5]2[C@H:1]([CH2:6]2)[C:2]=1[CH:16]=[O:17], predict the reactants needed to synthesize it. The reactants are: [CH:1]12[CH2:6][CH:5]1[CH2:4][C:3](=O)[CH2:2]2.O=P(Cl)(Cl)[Cl:10].CN([CH:16]=[O:17])C. (5) Given the product [CH3:6][NH:7][C@@H:9]([CH2:35][C@H:36]1[CH2:41][CH2:40][CH2:39][O:38][CH2:37]1)[CH2:10][NH:11][C:12]([C:13]1[CH:14]=[C:15]([CH:19]([C:20]2[CH:21]=[CH:22][CH:23]=[CH:24][CH:25]=2)[O:26][CH2:27][CH2:28][NH:29][C:30](=[O:31])[O:43][CH2:44][CH3:45])[CH:16]=[CH:17][CH:18]=1)=[O:34], predict the reactants needed to synthesize it. The reactants are: C(O[C:6](=O)[N:7]([CH:9]([CH2:35][CH:36]1[CH2:41][CH2:40][CH2:39][O:38][CH2:37]1)[CH2:10][NH:11][C:12](=[O:34])[C:13]1[CH:18]=[CH:17][CH:16]=[C:15]([CH:19]([O:26][CH2:27][CH2:28][NH:29][C:30](OC)=[O:31])[C:20]2[CH:25]=[CH:24][CH:23]=[CH:22][CH:21]=2)[CH:14]=1)C)(C)(C)C.[O:43]1CCO[CH2:45][CH2:44]1. (6) Given the product [NH2:51][C:52]1[N:57]=[CH:56][C:55]([C:2]2[N:3]=[C:4]([N:13]3[CH2:18][CH2:17][O:16][CH2:15][C@@H:14]3[CH3:19])[C:5]3[S:10][C:9]([CH2:11][N:40]4[CH2:41][CH2:42][CH2:43][N:37]([C:34](=[O:36])[CH3:35])[CH2:38][CH2:39]4)=[CH:8][C:6]=3[N:7]=2)=[CH:54][N:53]=1, predict the reactants needed to synthesize it. The reactants are: Cl[C:2]1[N:3]=[C:4]([N:13]2[CH2:18][CH2:17][O:16][CH2:15][C@@H:14]2[CH3:19])[C:5]2[S:10][C:9]([CH:11]=O)=[CH:8][C:6]=2[N:7]=1.[BH-](OC(C)=O)(OC(C)=O)OC(C)=O.[Na+].[C:34]([N:37]1[CH2:43][CH2:42][CH2:41][NH:40][CH2:39][CH2:38]1)(=[O:36])[CH3:35].COC(OC)OC.[NH2:51][C:52]1[N:57]=[CH:56][C:55](B2OC(C)(C)C(C)(C)O2)=[CH:54][N:53]=1.CC([O-])=O.[K+].